Dataset: Forward reaction prediction with 1.9M reactions from USPTO patents (1976-2016). Task: Predict the product of the given reaction. Given the reactants [NH2:1][C:2]1[N:3]([CH3:22])[C:4]2[C:9]([C:10](=[O:21])[C:11]=1[C:12]([NH:14][C:15]1[CH:20]=[CH:19][CH:18]=[CH:17][CH:16]=1)=[O:13])=[CH:8][CH:7]=[CH:6][CH:5]=2.CN(C=O)C.CO.C(OCC)C.[CH3:35][CH2:36][CH2:37][CH2:38][CH3:39], predict the reaction product. The product is: [CH:36]1([C:35]2[N:14]([C:15]3[CH:16]=[CH:17][CH:18]=[CH:19][CH:20]=3)[C:12](=[O:13])[C:11]3[C:10](=[O:21])[C:9]4[C:4](=[CH:5][CH:6]=[CH:7][CH:8]=4)[N:3]([CH3:22])[C:2]=3[N:1]=2)[CH2:39][CH2:38][CH2:37]1.